This data is from Full USPTO retrosynthesis dataset with 1.9M reactions from patents (1976-2016). The task is: Predict the reactants needed to synthesize the given product. (1) Given the product [CH3:1][C:2]1[CH:7]=[CH:6][C:5]([O:8][CH2:9][CH2:10][CH3:11])=[C:4]([CH:3]=1)[NH2:12], predict the reactants needed to synthesize it. The reactants are: [CH3:1][C:2]1[CH:7]=[CH:6][C:5]([O:8][CH2:9][CH2:10][CH3:11])=[C:4]([N+:12]([O-])=O)[CH:3]=1. (2) The reactants are: Cl[C:2]1[C:7]([CH:8]=[O:9])=[C:6]([Cl:10])[N:5]=[C:4]([S:11][CH3:12])[N:3]=1.[F:13][C:14]1[CH:20]=[CH:19][CH:18]=[CH:17][C:15]=1[NH2:16]. Given the product [Cl:10][C:6]1[C:7]([CH:8]=[O:9])=[C:2]([NH:16][C:15]2[CH:17]=[CH:18][CH:19]=[CH:20][C:14]=2[F:13])[N:3]=[C:4]([S:11][CH3:12])[N:5]=1, predict the reactants needed to synthesize it. (3) Given the product [C:41]1([C:2]2[CH:3]=[CH:4][C:5]3[N:22]4[C:17]([CH:18]=[C:19]([C:64]5[CH:69]=[CH:68][CH:67]=[CH:66][CH:65]=5)[CH:20]=[CH:21]4)=[C:16]4[C:7](=[C:8]5[B:13]([C:14]6[CH:27]=[CH:26][C:25]([C:28]7[CH:29]=[CH:30][CH:31]=[CH:32][CH:33]=7)=[CH:24][C:15]=64)[CH:12]=[CH:11][C:10]([C:34]4[CH:35]=[CH:36][CH:37]=[CH:38][CH:39]=4)=[CH:9]5)[C:6]=3[CH:40]=2)[CH:46]=[CH:45][CH:44]=[CH:43][CH:42]=1, predict the reactants needed to synthesize it. The reactants are: Br[C:2]1[CH:3]=[CH:4][C:5]2[N:22]3[C:17]([CH:18]=[C:19](Br)[CH:20]=[CH:21]3)=[C:16]3[C:7](=[C:8]4[B:13]([C:14]5[CH:27]=[CH:26][C:25]([C:28]6[CH:33]=[CH:32][CH:31]=[CH:30][CH:29]=6)=[CH:24][C:15]=53)[CH:12]=[CH:11][C:10]([C:34]3[CH:39]=[CH:38][CH:37]=[CH:36][CH:35]=3)=[CH:9]4)[C:6]=2[CH:40]=1.[C:41]1(B(O)O)[CH:46]=[CH:45][CH:44]=[CH:43][CH:42]=1.P([O-])([O-])([O-])=O.[K+].[K+].[K+].CC(C)([O-])C.[Na+].[C:64]1(C)[CH:69]=[CH:68][CH:67]=[CH:66][CH:65]=1. (4) Given the product [ClH:13].[Cl:13][C:14]1[CH:33]=[CH:32][C:17]([NH:18][C:19]2[C:28]3[C:23](=[CH:24][C:25]([O:31][CH2:62][CH2:61][NH:60][C:57]4[CH:58]=[CH:59][N:54]=[CH:55][CH:56]=4)=[C:26]([O:29][CH3:30])[CH:27]=3)[N:22]=[CH:21][N:20]=2)=[C:16]([F:34])[CH:15]=1, predict the reactants needed to synthesize it. The reactants are: N(C(OCC)=O)=NC(OCC)=O.[Cl:13][C:14]1[CH:33]=[CH:32][C:17]([NH:18][C:19]2[C:28]3[C:23](=[CH:24][C:25]([OH:31])=[C:26]([O:29][CH3:30])[CH:27]=3)[N:22]=[CH:21][N:20]=2)=[C:16]([F:34])[CH:15]=1.C1(P(C2C=CC=CC=2)C2C=CC=CC=2)C=CC=CC=1.[N:54]1[CH:59]=[CH:58][C:57]([NH:60][CH2:61][CH2:62]O)=[CH:56][CH:55]=1. (5) Given the product [Cl:33][C:20]1[CH:19]=[C:18]([NH:17][C:12]2[C:11]([C:10]#[C:9][C:5]3[CH:4]=[C:3]([CH:8]=[CH:7][CH:6]=3)[CH2:2][NH:1][C:39](=[O:41])[CH3:40])=[CH:16][N:15]=[CH:14][N:13]=2)[CH:23]=[CH:22][C:21]=1[O:24][CH2:25][C:26]1[CH:31]=[CH:30][CH:29]=[C:28]([F:32])[CH:27]=1, predict the reactants needed to synthesize it. The reactants are: [NH2:1][CH2:2][C:3]1[CH:4]=[C:5]([C:9]#[C:10][C:11]2[C:12]([NH:17][C:18]3[CH:23]=[CH:22][C:21]([O:24][CH2:25][C:26]4[CH:31]=[CH:30][CH:29]=[C:28]([F:32])[CH:27]=4)=[C:20]([Cl:33])[CH:19]=3)=[N:13][CH:14]=[N:15][CH:16]=2)[CH:6]=[CH:7][CH:8]=1.CN(C=O)C.[C:39](OC(=O)C)(=[O:41])[CH3:40].C(N(CC)CC)C. (6) Given the product [CH2:1]([O:8][CH2:9][CH2:10][N:11]1[C:19]2[CH:18]=[CH:17][CH:16]=[C:15]([CH:20]=[O:21])[C:14]=2[CH:13]=[CH:12]1)[C:2]1[CH:7]=[CH:6][CH:5]=[CH:4][CH:3]=1, predict the reactants needed to synthesize it. The reactants are: [CH2:1]([O:8][CH2:9][CH2:10][N:11]1[C:19]2[CH:18]=[CH:17][CH:16]=[C:15]([C:20](OC)=[O:21])[C:14]=2[CH:13]=[CH:12]1)[C:2]1[CH:7]=[CH:6][CH:5]=[CH:4][CH:3]=1.[H-].[Al+3].[Li+].[H-].[H-].[H-].O. (7) Given the product [CH3:4][CH2:3][CH2:2][CH2:1][C:5]1[N:9]([CH2:10][C:11]2[CH:16]=[CH:15][C:14]([C:17]3[CH:22]=[CH:21][CH:20]=[CH:19][C:18]=3[C:23]3[N:32]=[N:31][NH:30][N:24]=3)=[CH:13][CH:12]=2)[C:8](=[O:25])[C:7]2([CH2:26][CH2:27][CH2:28][CH2:29]2)[N:6]=1, predict the reactants needed to synthesize it. The reactants are: [CH2:1]([C:5]1[N:9]([CH2:10][C:11]2[CH:16]=[CH:15][C:14]([C:17]3[CH:22]=[CH:21][CH:20]=[CH:19][C:18]=3[C:23]#[N:24])=[CH:13][CH:12]=2)[C:8](=[O:25])[C:7]2([CH2:29][CH2:28][CH2:27][CH2:26]2)[N:6]=1)[CH2:2][CH2:3][CH3:4].[N-:30]=[N+:31]=[N-:32].[Na+].N1CCNCC1.[OH-].[Na+]. (8) The reactants are: [C:1](#[N:10])[C:2]1[CH:7]=[CH:6][C:5]([O:8][CH3:9])=[CH:4][CH:3]=1.[NH2:11][OH:12]. Given the product [OH:12]/[N:11]=[C:1](\[NH2:10])/[C:2]1[CH:7]=[CH:6][C:5]([O:8][CH3:9])=[CH:4][CH:3]=1, predict the reactants needed to synthesize it.